This data is from CYP2D6 substrate classification data from Carbon-Mangels et al.. The task is: Regression/Classification. Given a drug SMILES string, predict its absorption, distribution, metabolism, or excretion properties. Task type varies by dataset: regression for continuous measurements (e.g., permeability, clearance, half-life) or binary classification for categorical outcomes (e.g., BBB penetration, CYP inhibition). Dataset: cyp2d6_substrate_carbonmangels. (1) The drug is CCCCN(CCCC)C[C@@H](O)c1cc(Cl)cc2c1-c1ccc(Cl)cc1/C2=C\c1ccc(Cl)cc1. The result is 0 (non-substrate). (2) The compound is O=c1[nH]cc(F)c(=O)[nH]1. The result is 0 (non-substrate). (3) The molecule is CC(C)c1nc(N(C)S(C)(=O)=O)nc(-c2ccc(F)cc2)c1CC[C@@H](O)C[C@@H](O)CC(=O)O. The result is 0 (non-substrate). (4) The compound is Cc1cccc(Nc2ccncc2S(=O)(=O)NC(=O)NC(C)C)c1. The result is 0 (non-substrate). (5) The compound is Cc1ccc(C(=O)c2cc(O)c(O)c([N+](=O)[O-])c2)cc1. The result is 0 (non-substrate).